From a dataset of Catalyst prediction with 721,799 reactions and 888 catalyst types from USPTO. Predict which catalyst facilitates the given reaction. (1) Reactant: C[O:2][C:3](=[O:32])[CH2:4][O:5][C:6]1[CH:11]=[CH:10][C:9]([N:12]([CH3:30])[CH2:13][C:14]2[S:18][C:17]([C:19]3[CH:24]=[CH:23][C:22]([C:25]([F:28])([F:27])[F:26])=[CH:21][CH:20]=3)=[N:16][C:15]=2[CH3:29])=[CH:8][C:7]=1[I:31].[Li+].[OH-]. Product: [I:31][C:7]1[CH:8]=[C:9]([N:12]([CH3:30])[CH2:13][C:14]2[S:18][C:17]([C:19]3[CH:24]=[CH:23][C:22]([C:25]([F:26])([F:27])[F:28])=[CH:21][CH:20]=3)=[N:16][C:15]=2[CH3:29])[CH:10]=[CH:11][C:6]=1[O:5][CH2:4][C:3]([OH:32])=[O:2]. The catalyst class is: 219. (2) Reactant: Cl.C([O:4][CH:5](OCC)[CH2:6][O:7][C:8]1[CH:9]=[C:10]([CH2:14][CH2:15][OH:16])[CH:11]=[CH:12][CH:13]=1)C. Product: [OH:16][CH2:15][CH2:14][C:10]1[CH:9]=[C:8]([CH:13]=[CH:12][CH:11]=1)[O:7][CH2:6][CH:5]=[O:4]. The catalyst class is: 38. (3) Reactant: [CH3:1][N:2]([CH3:37])[C:3]([C:5]1[CH:10]=[CH:9][C:8]([N:11]([C:30](=[O:36])[CH2:31][C:32]([O:34][CH3:35])=[O:33])[C:12]2[C:13]([C:26](OC)=[O:27])=[N:14][CH:15]=[C:16]([CH2:18][C:19]3[CH:24]=[CH:23][C:22]([F:25])=[CH:21][CH:20]=3)[CH:17]=2)=[CH:7][CH:6]=1)=[O:4].C[O-].[Na+]. Product: [CH3:1][N:2]([CH3:37])[C:3]([C:5]1[CH:10]=[CH:9][C:8]([N:11]2[C:12]3[C:13](=[N:14][CH:15]=[C:16]([CH2:18][C:19]4[CH:24]=[CH:23][C:22]([F:25])=[CH:21][CH:20]=4)[CH:17]=3)[C:26]([OH:27])=[C:31]([C:32]([O:34][CH3:35])=[O:33])[C:30]2=[O:36])=[CH:7][CH:6]=1)=[O:4]. The catalyst class is: 5. (4) Reactant: C(OC([N:8]1[CH2:13][CH2:12][CH:11]([N:14]([CH2:20][C:21]2[S:25][C:24]([Cl:26])=[N:23][C:22]=2[Cl:27])[CH2:15][C:16]([OH:19])([CH3:18])[CH3:17])[CH2:10][CH2:9]1)=O)(C)(C)C.C1(OC)C=CC=CC=1.FC(F)(F)C(O)=O. Product: [OH:19][C:16]([CH3:18])([CH3:17])[CH2:15][N:14]([CH2:20][C:21]1[S:25][C:24]([Cl:26])=[N:23][C:22]=1[Cl:27])[CH:11]1[CH2:10][CH2:9][NH:8][CH2:13][CH2:12]1. The catalyst class is: 4. (5) Reactant: [Li][CH2:2]CCC.[Br:6][C:7]1[CH:12]=[CH:11][C:10]([C:13]([F:42])([F:41])[O:14][C:15]2[CH:20]=[CH:19][CH:18]=[CH:17][C:16]=2[C:21]2[N:26]=[C:25]([N:27]3[C:31]([C:32]([F:35])([F:34])[F:33])=[C:30]([C:36]([O:38][CH2:39][CH3:40])=[O:37])[CH:29]=[N:28]3)[CH:24]=[CH:23][CH:22]=2)=[C:9]([CH:43]=O)[CH:8]=1. Product: [Br:6][C:7]1[CH:12]=[CH:11][C:10]([C:13]([F:41])([F:42])[O:14][C:15]2[CH:20]=[CH:19][CH:18]=[CH:17][C:16]=2[C:21]2[N:26]=[C:25]([N:27]3[C:31]([C:32]([F:33])([F:35])[F:34])=[C:30]([C:36]([O:38][CH2:39][CH3:40])=[O:37])[CH:29]=[N:28]3)[CH:24]=[CH:23][CH:22]=2)=[C:9]([CH:43]=[CH2:2])[CH:8]=1. The catalyst class is: 307.